This data is from Full USPTO retrosynthesis dataset with 1.9M reactions from patents (1976-2016). The task is: Predict the reactants needed to synthesize the given product. (1) Given the product [C:2]1([S:8]([CH2:11][CH2:12][CH2:13][C:19](=[O:21])[CH3:20])(=[O:9])=[O:10])[CH:3]=[CH:4][CH:5]=[CH:6][CH:7]=1, predict the reactants needed to synthesize it. The reactants are: Cl.[C:2]1([S:8]([CH2:11][CH2:12][CH:13]([C:19](=[O:21])[CH3:20])C(OCC)=O)(=[O:10])=[O:9])[CH:7]=[CH:6][CH:5]=[CH:4][CH:3]=1. (2) Given the product [CH3:4][C:2]([C@H:5]([NH:47][C:48]([O:50][CH3:51])=[O:49])[C:6]([NH:8][C@H:9]([C@@H:17]([OH:46])[CH2:18][N:19]([NH:33][C:34]([C@@H:36]([NH:41][C:42]([O:44][CH3:45])=[O:43])[C:37]([CH3:38])([CH3:39])[CH3:40])=[O:35])[CH2:20][C:21]1[CH:22]=[CH:23][C:24]([C:27]2[CH:28]=[CH:29][CH:30]=[CH:31][N:32]=2)=[CH:25][CH:26]=1)[CH2:10][C:11]1[CH:16]=[CH:15][CH:14]=[CH:13][CH:12]=1)=[O:7])([CH3:1])[CH3:3].[OH:62][S:59]([OH:63])(=[O:61])=[O:60], predict the reactants needed to synthesize it. The reactants are: [CH3:1][C:2]([C@H:5]([NH:47][C:48]([O:50][CH3:51])=[O:49])[C:6]([NH:8][C@H:9]([C@@H:17]([OH:46])[CH2:18][N:19]([NH:33][C:34]([C@@H:36]([NH:41][C:42]([O:44][CH3:45])=[O:43])[C:37]([CH3:40])([CH3:39])[CH3:38])=[O:35])[CH2:20][C:21]1[CH:26]=[CH:25][C:24]([C:27]2[N:32]=[CH:31][CH:30]=[CH:29][CH:28]=2)=[CH:23][CH:22]=1)[CH2:10][C:11]1[CH:16]=[CH:15][CH:14]=[CH:13][CH:12]=1)=[O:7])([CH3:4])[CH3:3].CCCCCCC.[S:59](=[O:63])(=[O:62])([OH:61])[OH:60]. (3) Given the product [Cl:24][C:19]1[CH:20]=[CH:21][CH:22]=[CH:23][C:18]=1[C:9]1[C:10]([C:11]2[CH:12]=[CH:13][C:14]([Cl:17])=[CH:15][CH:16]=2)=[C:6]2[N:5]=[C:4]([CH3:25])[N:3]=[C:2]([N:41]3[CH2:42][C:39]([NH:38][CH2:36][CH3:37])([C:43]([NH2:45])=[O:44])[CH2:40]3)[N:7]2[N:8]=1, predict the reactants needed to synthesize it. The reactants are: Cl[C:2]1[N:7]2[N:8]=[C:9]([C:18]3[CH:23]=[CH:22][CH:21]=[CH:20][C:19]=3[Cl:24])[C:10]([C:11]3[CH:16]=[CH:15][C:14]([Cl:17])=[CH:13][CH:12]=3)=[C:6]2[N:5]=[C:4]([CH3:25])[N:3]=1.C(N(C(C)C)CC)(C)C.Cl.[CH2:36]([NH:38][C:39]1([C:43]([NH2:45])=[O:44])[CH2:42][NH:41][CH2:40]1)[CH3:37]. (4) Given the product [C:21]([O:19][CH2:1][CH2:2][CH2:3][CH2:4][CH2:5][CH2:6][CH2:7][CH2:8][CH2:9][CH2:10][CH2:11][CH2:12][CH2:13][CH2:14][CH2:15][CH2:16][CH2:17][CH3:18])(=[O:22])[C:20]1[C:26](=[CH:27][CH:28]=[CH:29][CH:30]=1)[NH2:25], predict the reactants needed to synthesize it. The reactants are: [CH2:1]([OH:19])[CH2:2][CH2:3][CH2:4][CH2:5][CH2:6][CH2:7][CH2:8][CH2:9][CH2:10][CH2:11][CH2:12][CH2:13][CH2:14][CH2:15][CH2:16][CH2:17][CH3:18].[C:20]12[C:26](=[CH:27][CH:28]=[CH:29][CH:30]=1)[NH:25]C(=O)O[C:21]2=[O:22].N12CCN(CC1)CC2.CO. (5) Given the product [CH3:1][C:2]1([CH3:9])[O:6][CH:5]([CH2:7][O:8][S:10]([C:13]2[CH:19]=[CH:18][C:16]([CH3:17])=[CH:15][CH:14]=2)(=[O:12])=[O:11])[CH2:4][O:3]1, predict the reactants needed to synthesize it. The reactants are: [CH3:1][C:2]1([CH3:9])[O:6][CH:5]([CH2:7][OH:8])[CH2:4][O:3]1.[S:10](Cl)([C:13]1[CH:19]=[CH:18][C:16]([CH3:17])=[CH:15][CH:14]=1)(=[O:12])=[O:11].